This data is from Full USPTO retrosynthesis dataset with 1.9M reactions from patents (1976-2016). The task is: Predict the reactants needed to synthesize the given product. (1) Given the product [NH2:1][C:2]1[N:7]=[CH:6][C:5]([C:8]2[CH:16]=[CH:15][C:11]([C:12](=[O:14])[N:28]([CH2:29][CH3:30])[CH2:26][CH3:27])=[CH:10][CH:9]=2)=[CH:4][C:3]=1[C:17]([NH:18][C:19]1[CH:24]=[CH:23][N:22]=[CH:21][CH:20]=1)=[O:25], predict the reactants needed to synthesize it. The reactants are: [NH2:1][C:2]1[N:7]=[CH:6][C:5]([C:8]2[CH:16]=[CH:15][C:11]([C:12]([OH:14])=O)=[CH:10][CH:9]=2)=[CH:4][C:3]=1[C:17](=[O:25])[NH:18][C:19]1[CH:24]=[CH:23][N:22]=[CH:21][CH:20]=1.[CH2:26]([NH:28][CH2:29][CH3:30])[CH3:27]. (2) Given the product [CH:15]1([C:11]2[CH:10]=[C:9]([OH:8])[CH:14]=[CH:13][CH:12]=2)[CH2:16][CH2:17][CH2:18][CH2:19]1, predict the reactants needed to synthesize it. The reactants are: C([O:8][C:9]1[CH:10]=[C:11]([C:15]2(O)[CH2:19][CH2:18][CH2:17][CH2:16]2)[CH:12]=[CH:13][CH:14]=1)C1C=CC=CC=1.C12C3C1C23. (3) Given the product [ClH:32].[ClH:32].[N:1]1[CH:6]=[CH:5][CH:4]=[N:3][C:2]=1[C:7]1[CH:8]=[C:9]2[C:13](=[CH:14][CH:15]=1)[C@@H:12]([N:16]1[CH2:17][C:18]3([CH2:20][CH2:21][NH:22][CH2:23][CH2:24]3)[CH2:19]1)[CH2:11][CH2:10]2, predict the reactants needed to synthesize it. The reactants are: [N:1]1[CH:6]=[CH:5][CH:4]=[N:3][C:2]=1[C:7]1[CH:8]=[C:9]2[C:13](=[CH:14][CH:15]=1)[C@H:12]([N:16]1[CH2:19][C:18]3([CH2:24][CH2:23][N:22](C(OC(C)(C)C)=O)[CH2:21][CH2:20]3)[CH2:17]1)[CH2:11][CH2:10]2.[ClH:32].CO.